This data is from Reaction yield outcomes from USPTO patents with 853,638 reactions. The task is: Predict the reaction yield, written as a fraction of the theoretical maximum amount of product (1.0 means a 100% yield; for example, 0.34 means a 34% yield). (1) The reactants are [NH:1]([C:8]1[N:9]([C:22]2[CH:27]=[CH:26][CH:25]=[CH:24][CH:23]=2)[C:10]2[C:15]([C:16](=[O:18])[CH:17]=1)=[CH:14][C:13]([F:19])=[C:12]([CH2:20][OH:21])[N:11]=2)[C:2]1[CH:7]=[CH:6][CH:5]=[CH:4][CH:3]=1.[CH3:28][O:29][C:30]1[CH:35]=[CH:34][C:33](O)=[CH:32][CH:31]=1.C1C=CC(P(C2C=CC=CC=2)C2C=CC=CC=2)=CC=1.C1CCN(C(N=NC(N2CCCCC2)=O)=O)CC1. The catalyst is C(Cl)Cl. The product is [NH:1]([C:8]1[N:9]([C:22]2[CH:27]=[CH:26][CH:25]=[CH:24][CH:23]=2)[C:10]2[C:15]([C:16](=[O:18])[CH:17]=1)=[CH:14][C:13]([F:19])=[C:12]([CH2:20][O:21][C:33]1[CH:34]=[CH:35][C:30]([O:29][CH3:28])=[CH:31][CH:32]=1)[N:11]=2)[C:2]1[CH:7]=[CH:6][CH:5]=[CH:4][CH:3]=1. The yield is 0.370. (2) The reactants are [CH3:1][O:2][C:3]1[CH:4]=[C:5]2[C:9](=[CH:10][CH:11]=1)[NH:8][C:7](=[O:12])[CH2:6]2.[CH2:13]([N:15]([CH2:30][CH3:31])[CH2:16][CH2:17][CH2:18][NH:19][C:20]([C:22]1[NH:23][C:24]([CH:28]=O)=[CH:25][C:26]=1[CH3:27])=[O:21])[CH3:14]. No catalyst specified. The product is [CH2:30]([N:15]([CH2:13][CH3:14])[CH2:16][CH2:17][CH2:18][NH:19][C:20]([C:22]1[NH:23][C:24]([CH:28]=[C:6]2[C:5]3[C:9](=[CH:10][CH:11]=[C:3]([O:2][CH3:1])[CH:4]=3)[NH:8][C:7]2=[O:12])=[CH:25][C:26]=1[CH3:27])=[O:21])[CH3:31]. The yield is 0.390. (3) The reactants are C[O-].[Na+].[Na].[CH2:5]([O:12][C:13]1[CH:20]=[CH:19][C:16]([CH:17]=O)=[CH:15][C:14]=1[N+:21]([O-:23])=[O:22])[C:6]1[CH:11]=[CH:10][CH:9]=[CH:8][CH:7]=1.[N:24]([CH2:27][C:28]([O:30][CH3:31])=[O:29])=[N+:25]=[N-:26]. The catalyst is CO.O. The product is [N:24](/[C:27](=[CH:17]\[C:16]1[CH:19]=[CH:20][C:13]([O:12][CH2:5][C:6]2[CH:11]=[CH:10][CH:9]=[CH:8][CH:7]=2)=[C:14]([N+:21]([O-:23])=[O:22])[CH:15]=1)/[C:28]([O:30][CH3:31])=[O:29])=[N+:25]=[N-:26]. The yield is 0.590. (4) The reactants are [Cl:1][C:2]1[C:7]([Cl:8])=[CH:6][CH:5]=[CH:4][C:3]=1[N:9]1[CH2:14][CH2:13][N:12]([CH2:15][CH2:16][CH2:17][CH:18]=[CH:19][C:20]2[CH:21]=[CH:22][C:23]3[O:24][CH2:25][C:26](=[O:30])[NH:27][C:28]=3[N:29]=2)[CH2:11][CH2:10]1.C(OCC)(=O)C. The catalyst is C1COCC1.[Ni]. The product is [Cl:1][C:2]1[C:7]([Cl:8])=[CH:6][CH:5]=[CH:4][C:3]=1[N:9]1[CH2:14][CH2:13][N:12]([CH2:15][CH2:16][CH2:17][CH2:18][CH2:19][C:20]2[CH:21]=[CH:22][C:23]3[O:24][CH2:25][C:26](=[O:30])[NH:27][C:28]=3[N:29]=2)[CH2:11][CH2:10]1. The yield is 0.830. (5) The reactants are [NH2:1][C:2]1[CH:7]=[C:6]([O:8][C:9]2[C:14]([F:15])=[CH:13][C:12]([NH:16][C:17]([C:19]3([C:22]([NH:24][C:25]4[CH:30]=[CH:29][C:28]([F:31])=[CH:27][CH:26]=4)=[O:23])[CH2:21][CH2:20]3)=[O:18])=[C:11]([F:32])[CH:10]=2)[N:5]=[CH:4][N:3]=1.[CH2:33]([N:35]([CH2:38][CH3:39])[CH2:36]C)C.Cl[C:41](OC1C=CC=CC=1)=[O:42].[O:50]1CCCC1. No catalyst specified. The product is [F:32][C:11]1[CH:10]=[C:9]([O:8][C:6]2[N:5]=[CH:4][N:3]=[C:2]([NH:1][C:36]([N:35]3[CH2:33][CH:39]([CH2:41][OH:42])[CH2:38]3)=[O:50])[CH:7]=2)[C:14]([F:15])=[CH:13][C:12]=1[NH:16][C:17]([C:19]1([C:22]([NH:24][C:25]2[CH:26]=[CH:27][C:28]([F:31])=[CH:29][CH:30]=2)=[O:23])[CH2:20][CH2:21]1)=[O:18]. The yield is 0.120. (6) The reactants are [Li+].[BH4-].[F:3][C:4]([F:17])([F:16])[CH:5]([C:12]([F:15])([F:14])[F:13])[CH:6]([C:8](OC)=[O:9])[NH2:7].Cl. The catalyst is C1COCC1. The product is [F:3][C:4]([F:16])([F:17])[CH:5]([C:12]([F:13])([F:14])[F:15])[CH:6]([NH2:7])[CH2:8][OH:9]. The yield is 0.820. (7) The reactants are C(O[C:6]([N:8]1[CH2:13][CH2:12][CH:11]([NH:14][CH2:15][CH:16]([OH:29])[CH2:17][O:18][C:19]2[CH:24]=[CH:23][C:22]([CH2:25][CH2:26][O:27][CH3:28])=[CH:21][CH:20]=2)[CH2:10][CH2:9]1)=[O:7])(C)(C)C.Cl.Cl.CN(C)CCCN=C=NCC.N1C2C(=NC=CC=2)N(O)N=1.C1C2NC3C(=CC=CC=3)C=2C=CC=1OC[C@@H](O)CNC1CCN(C(=O)[CH2:78][O:79][C:80]2[CH:85]=[CH:84][C:83]([C:86]3[CH2:87][CH2:88][C:89](=[O:92])[NH:90][N:91]=3)=[CH:82][C:81]=2[Cl:93])CC1. The catalyst is O1CCOCC1.CN(C)C=O.C(OCC)(=O)C. The product is [Cl:93][C:81]1[CH:82]=[C:83]([C:86]2[CH2:87][CH2:88][C:89](=[O:92])[NH:90][N:91]=2)[CH:84]=[CH:85][C:80]=1[O:79][CH2:78][C:6]([N:8]1[CH2:9][CH2:10][CH:11]([NH:14][CH2:15][CH:16]([OH:29])[CH2:17][O:18][C:19]2[CH:20]=[CH:21][C:22]([CH2:25][CH2:26][O:27][CH3:28])=[CH:23][CH:24]=2)[CH2:12][CH2:13]1)=[O:7]. The yield is 0.780. (8) The reactants are NC[C:3]1[CH:11]=[CH:10][C:6]([C:7]([OH:9])=[O:8])=[CH:5][C:4]=1[N+:12]([O-:14])=[O:13].ClC(OCC1C2C=CC=CC=2C2C1=CC=CC=2)=O. The catalyst is C([O-])([O-])=O.[Na+].[Na+].O1CCOCC1. The product is [N+:12]([C:4]1[CH:5]=[C:6]([CH:10]=[CH:11][CH:3]=1)[C:7]([OH:9])=[O:8])([O-:14])=[O:13]. The yield is 0.920.